Dataset: NCI-60 drug combinations with 297,098 pairs across 59 cell lines. Task: Regression. Given two drug SMILES strings and cell line genomic features, predict the synergy score measuring deviation from expected non-interaction effect. (1) Drug 1: CCC(=C(C1=CC=CC=C1)C2=CC=C(C=C2)OCCN(C)C)C3=CC=CC=C3.C(C(=O)O)C(CC(=O)O)(C(=O)O)O. Drug 2: CC1=C(C(=CC=C1)Cl)NC(=O)C2=CN=C(S2)NC3=CC(=NC(=N3)C)N4CCN(CC4)CCO. Cell line: MALME-3M. Synergy scores: CSS=-3.15, Synergy_ZIP=-0.333, Synergy_Bliss=-2.01, Synergy_Loewe=-2.89, Synergy_HSA=-3.89. (2) Drug 1: C1CN1C2=NC(=NC(=N2)N3CC3)N4CC4. Drug 2: C1=NNC2=C1C(=O)NC=N2. Cell line: K-562. Synergy scores: CSS=39.8, Synergy_ZIP=0.379, Synergy_Bliss=1.62, Synergy_Loewe=-22.3, Synergy_HSA=1.58. (3) Synergy scores: CSS=7.77, Synergy_ZIP=2.02, Synergy_Bliss=4.46, Synergy_Loewe=3.10, Synergy_HSA=3.12. Drug 2: CCCS(=O)(=O)NC1=C(C(=C(C=C1)F)C(=O)C2=CNC3=C2C=C(C=N3)C4=CC=C(C=C4)Cl)F. Cell line: PC-3. Drug 1: C1CC(=O)NC(=O)C1N2CC3=C(C2=O)C=CC=C3N. (4) Drug 1: C1=NC(=NC(=O)N1C2C(C(C(O2)CO)O)O)N. Drug 2: CC12CCC3C(C1CCC2O)C(CC4=C3C=CC(=C4)O)CCCCCCCCCS(=O)CCCC(C(F)(F)F)(F)F. Cell line: ACHN. Synergy scores: CSS=-1.85, Synergy_ZIP=2.39, Synergy_Bliss=4.34, Synergy_Loewe=0.305, Synergy_HSA=0.511. (5) Drug 1: C1CCN(CC1)CCOC2=CC=C(C=C2)C(=O)C3=C(SC4=C3C=CC(=C4)O)C5=CC=C(C=C5)O. Drug 2: CNC(=O)C1=NC=CC(=C1)OC2=CC=C(C=C2)NC(=O)NC3=CC(=C(C=C3)Cl)C(F)(F)F. Cell line: MDA-MB-231. Synergy scores: CSS=39.2, Synergy_ZIP=-7.59, Synergy_Bliss=-10.9, Synergy_Loewe=-15.0, Synergy_HSA=-12.2. (6) Drug 1: CCCCCOC(=O)NC1=NC(=O)N(C=C1F)C2C(C(C(O2)C)O)O. Drug 2: C1=NC2=C(N=C(N=C2N1C3C(C(C(O3)CO)O)F)Cl)N. Cell line: HT29. Synergy scores: CSS=-6.90, Synergy_ZIP=7.01, Synergy_Bliss=7.82, Synergy_Loewe=2.82, Synergy_HSA=-0.277.